This data is from NCI-60 drug combinations with 297,098 pairs across 59 cell lines. The task is: Regression. Given two drug SMILES strings and cell line genomic features, predict the synergy score measuring deviation from expected non-interaction effect. (1) Drug 1: C(=O)(N)NO. Drug 2: C1CN(P(=O)(OC1)NCCCl)CCCl. Cell line: SNB-19. Synergy scores: CSS=-0.281, Synergy_ZIP=0.0912, Synergy_Bliss=1.76, Synergy_Loewe=0.358, Synergy_HSA=0.859. (2) Drug 1: CC1C(C(=O)NC(C(=O)N2CCCC2C(=O)N(CC(=O)N(C(C(=O)O1)C(C)C)C)C)C(C)C)NC(=O)C3=C4C(=C(C=C3)C)OC5=C(C(=O)C(=C(C5=N4)C(=O)NC6C(OC(=O)C(N(C(=O)CN(C(=O)C7CCCN7C(=O)C(NC6=O)C(C)C)C)C)C(C)C)C)N)C. Drug 2: C1=CN(C(=O)N=C1N)C2C(C(C(O2)CO)O)O.Cl. Cell line: K-562. Synergy scores: CSS=64.9, Synergy_ZIP=0.581, Synergy_Bliss=0.401, Synergy_Loewe=-11.4, Synergy_HSA=3.55. (3) Drug 1: CN(CC1=CN=C2C(=N1)C(=NC(=N2)N)N)C3=CC=C(C=C3)C(=O)NC(CCC(=O)O)C(=O)O. Drug 2: CS(=O)(=O)OCCCCOS(=O)(=O)C. Cell line: M14. Synergy scores: CSS=19.7, Synergy_ZIP=0.143, Synergy_Bliss=-0.666, Synergy_Loewe=-13.3, Synergy_HSA=-1.15.